From a dataset of CYP1A2 inhibition data for predicting drug metabolism from PubChem BioAssay. Regression/Classification. Given a drug SMILES string, predict its absorption, distribution, metabolism, or excretion properties. Task type varies by dataset: regression for continuous measurements (e.g., permeability, clearance, half-life) or binary classification for categorical outcomes (e.g., BBB penetration, CYP inhibition). Dataset: cyp1a2_veith. The drug is COc1ccccc1CN1CCC2(CC1)CCN(C(=O)c1csnn1)CC2. The result is 0 (non-inhibitor).